This data is from Full USPTO retrosynthesis dataset with 1.9M reactions from patents (1976-2016). The task is: Predict the reactants needed to synthesize the given product. (1) The reactants are: [CH2:1]([C:3]1[C:11]2[C:10](=[O:12])[CH2:9][C:8]([CH3:14])([CH3:13])[CH2:7][C:6]=2[N:5]([C:15]2[CH:23]=[CH:22][C:18]([C:19]([NH2:21])=[O:20])=[C:17]([NH:24][C@H:25]3[CH2:30][CH2:29][CH2:28][CH2:27][C@@H:26]3[OH:31])[CH:16]=2)[N:4]=1)[CH3:2].[C:32]([NH:39][CH2:40][C:41](O)=[O:42])([O:34][C:35]([CH3:38])([CH3:37])[CH3:36])=[O:33].Cl.C(N=C=NCCCN(C)C)C. Given the product [C:35]([O:34][C:32]([NH:39][CH2:40][C:41]([O:31][C@H:26]1[CH2:27][CH2:28][CH2:29][CH2:30][C@@H:25]1[NH:24][C:17]1[CH:16]=[C:15]([N:5]2[C:6]3[CH2:7][C:8]([CH3:14])([CH3:13])[CH2:9][C:10](=[O:12])[C:11]=3[C:3]([CH2:1][CH3:2])=[N:4]2)[CH:23]=[CH:22][C:18]=1[C:19](=[O:20])[NH2:21])=[O:42])=[O:33])([CH3:38])([CH3:37])[CH3:36], predict the reactants needed to synthesize it. (2) The reactants are: [CH3:1][N:2]1[CH2:7][CH2:6][N:5]([CH2:8][CH2:9][CH2:10][N:11]2C(=O)C3=CC=CC=C3C2=O)[CH2:4][CH2:3]1.O.NN.Cl. Given the product [NH2:11][CH2:10][CH2:9][CH2:8][N:5]1[CH2:4][CH2:3][N:2]([CH3:1])[CH2:7][CH2:6]1, predict the reactants needed to synthesize it. (3) The reactants are: [Cl:1][C:2]1[N:11]=[C:10](Cl)[C:9]2[C:4](=[CH:5][CH:6]=[C:7]([O:13][CH3:14])[CH:8]=2)[N:3]=1.C([Sn](CCCC)(CCCC)[C:20]([O:22][CH2:23][CH3:24])=[CH2:21])CCC. Given the product [Cl:1][C:2]1[N:11]=[C:10]([C:20]([O:22][CH2:23][CH3:24])=[CH2:21])[C:9]2[C:4](=[CH:5][CH:6]=[C:7]([O:13][CH3:14])[CH:8]=2)[N:3]=1, predict the reactants needed to synthesize it. (4) The reactants are: Cl[C:2]1[N:10]=[C:9]([I:11])[N:8]=[C:7]2[C:3]=1[N:4]=[CH:5][N:6]2[CH2:12][C:13]1[CH:18]=[CH:17][C:16]([CH2:19][OH:20])=[CH:15][CH:14]=1.[NH3:21]. Given the product [NH2:21][C:2]1[N:10]=[C:9]([I:11])[N:8]=[C:7]2[C:3]=1[N:4]=[CH:5][N:6]2[CH2:12][C:13]1[CH:18]=[CH:17][C:16]([CH2:19][OH:20])=[CH:15][CH:14]=1, predict the reactants needed to synthesize it. (5) Given the product [F:26][C:20]1[CH:21]=[C:22]([F:25])[CH:23]=[CH:24][C:19]=1[CH2:18][O:17][C:5]1[CH:4]=[C:3]([CH2:27][N:28]2[CH2:33][CH2:32][O:31][CH2:30][CH2:29]2)[C:2]([C:38]2[CH:37]=[N:36][N:35]([CH3:34])[CH:39]=2)=[CH:16][C:6]=1[C:7]([NH:9][C:10]1[CH:11]=[N:12][CH:13]=[CH:14][CH:15]=1)=[O:8], predict the reactants needed to synthesize it. The reactants are: Br[C:2]1[C:3]([CH2:27][N:28]2[CH2:33][CH2:32][O:31][CH2:30][CH2:29]2)=[CH:4][C:5]([O:17][CH2:18][C:19]2[CH:24]=[CH:23][C:22]([F:25])=[CH:21][C:20]=2[F:26])=[C:6]([CH:16]=1)[C:7]([NH:9][C:10]1[CH:11]=[N:12][CH:13]=[CH:14][CH:15]=1)=[O:8].[CH3:34][N:35]1[CH:39]=[C:38](B2OC(C)(C)C(C)(C)O2)[CH:37]=[N:36]1.C(=O)([O-])[O-].[Na+].[Na+]. (6) The reactants are: [Cl:1][C:2]1[CH:11]=[C:10]([C:12](=O)[CH3:13])[C:9]([N:15]2[CH2:20][CH2:19][CH2:18][CH:17]([F:21])[CH2:16]2)=[C:8]2[C:3]=1[CH:4]=[CH:5][CH:6]=[N:7]2.C([O-])(=O)C.[NH4+].C([BH3-])#[N:28].[Na+].O1CCCC1. Given the product [Cl:1][C:2]1[CH:11]=[C:10]([CH:12]([NH2:28])[CH3:13])[C:9]([N:15]2[CH2:20][CH2:19][CH2:18][CH:17]([F:21])[CH2:16]2)=[C:8]2[C:3]=1[CH:4]=[CH:5][CH:6]=[N:7]2, predict the reactants needed to synthesize it. (7) Given the product [Cl:1][C:2]1[CH:3]=[CH:4][C:5]([N:8]2[C:16]([N:17]([CH:18]3[CH2:23][CH2:22][CH2:21][CH2:20][CH2:19]3)[C:32]([NH:31][CH:25]3[CH2:30][CH2:29][CH2:28][CH2:27][CH2:26]3)=[O:33])=[C:15]3[C:10]([CH:11]=[C:12]([F:24])[CH:13]=[CH:14]3)=[N:9]2)=[CH:6][CH:7]=1, predict the reactants needed to synthesize it. The reactants are: [Cl:1][C:2]1[CH:7]=[CH:6][C:5]([N:8]2[C:16]([NH:17][CH:18]3[CH2:23][CH2:22][CH2:21][CH2:20][CH2:19]3)=[C:15]3[C:10]([CH:11]=[C:12]([F:24])[CH:13]=[CH:14]3)=[N:9]2)=[CH:4][CH:3]=1.[CH:25]1([N:31]=[C:32]=[O:33])[CH2:30][CH2:29][CH2:28][CH2:27][CH2:26]1. (8) Given the product [C:1]([C:3]1[CH:8]=[CH:7][C:6]([S:9]([N:14]([CH3:13])[CH2:15][CH:16]=[O:17])(=[O:11])=[O:10])=[CH:5][CH:4]=1)#[N:2], predict the reactants needed to synthesize it. The reactants are: [C:1]([C:3]1[CH:8]=[CH:7][C:6]([S:9](Cl)(=[O:11])=[O:10])=[CH:5][CH:4]=1)#[N:2].[CH3:13][NH:14][CH2:15][CH2:16][OH:17].C(N(CC)CC)C. (9) Given the product [NH2:11][C:12]1[C:22]([N+:23]([O-:25])=[O:24])=[CH:21][C:15]([C:16]([O:18][CH2:19][CH3:20])=[O:17])=[C:14]([O:29][CH2:27][CH3:28])[CH:13]=1, predict the reactants needed to synthesize it. The reactants are: C[Si]([N-][Si](C)(C)C)(C)C.[K+].[NH2:11][C:12]1[C:22]([N+:23]([O-:25])=[O:24])=[CH:21][C:15]([C:16]([O:18][CH2:19][CH3:20])=[O:17])=[C:14](F)[CH:13]=1.[CH2:27]([OH:29])[CH3:28].ClCCl. (10) The reactants are: [OH-].[Na+].[F:3][C:4]1[CH:5]=[C:6](/[CH:31]=[CH:32]/[C:33]([O:35]C)=[O:34])[CH:7]=[C:8]([F:30])[C:9]=1[CH:10]1[C:15]2[NH:16][C:17]3[C:22]([C:14]=2[CH2:13][C:12]([CH3:24])([CH3:23])[N:11]1[CH2:25][C@H:26]([CH3:29])[CH2:27][F:28])=[CH:21][CH:20]=[CH:19][CH:18]=3.CO.Cl. Given the product [F:30][C:8]1[CH:7]=[C:6](/[CH:31]=[CH:32]/[C:33]([OH:35])=[O:34])[CH:5]=[C:4]([F:3])[C:9]=1[CH:10]1[C:15]2[NH:16][C:17]3[C:22]([C:14]=2[CH2:13][C:12]([CH3:23])([CH3:24])[N:11]1[CH2:25][C@H:26]([CH3:29])[CH2:27][F:28])=[CH:21][CH:20]=[CH:19][CH:18]=3, predict the reactants needed to synthesize it.